From a dataset of Full USPTO retrosynthesis dataset with 1.9M reactions from patents (1976-2016). Predict the reactants needed to synthesize the given product. (1) Given the product [Cl:1][C:2]1[CH:10]=[CH:9][C:8]2[N:7]([CH2:18][CH2:17][C:16]#[N:19])[C:6]3[CH2:11][CH2:12][N:13]([CH3:15])[CH2:14][C:5]=3[C:4]=2[CH:3]=1, predict the reactants needed to synthesize it. The reactants are: [Cl:1][C:2]1[CH:10]=[CH:9][C:8]2[NH:7][C:6]3[CH2:11][CH2:12][N:13]([CH3:15])[CH2:14][C:5]=3[C:4]=2[CH:3]=1.[C:16](#[N:19])[CH:17]=[CH2:18].O. (2) The reactants are: [CH3:1][O:2][CH2:3][O:4][C:5]1[CH:6]=[C:7]([CH:13]=[CH:14][C:15]=1[N+:16]([O-])=O)[C:8]([O:10][CH2:11][CH3:12])=[O:9].C1COCC1.[H][H]. Given the product [NH2:16][C:15]1[CH:14]=[CH:13][C:7]([C:8]([O:10][CH2:11][CH3:12])=[O:9])=[CH:6][C:5]=1[O:4][CH2:3][O:2][CH3:1], predict the reactants needed to synthesize it. (3) Given the product [CH2:13]([C:17]1([C:21](=[O:22])[CH2:1][P:2](=[O:7])([O:5][CH3:6])[O:3][CH3:4])[CH2:20][CH2:19][CH2:18]1)[CH2:14][CH2:15][CH3:16], predict the reactants needed to synthesize it. The reactants are: [CH3:1][P:2](=[O:7])([O:5][CH3:6])[O:3][CH3:4].[Li]CCCC.[CH2:13]([C:17]1([C:21](OC)=[O:22])[CH2:20][CH2:19][CH2:18]1)[CH2:14][CH2:15][CH3:16].